Predict the product of the given reaction. From a dataset of Forward reaction prediction with 1.9M reactions from USPTO patents (1976-2016). (1) Given the reactants [OH:1][C:2]1[CH:11]=[CH:10][C:9]([N+:12]([O-:14])=[O:13])=[CH:8][C:3]=1[C:4]([O:6][CH3:7])=[O:5].[C:15]1(P(C2C=CC=CC=2)C2C=CC=CC=2)[CH:20]=CC=C[CH:16]=1.CC(O)C.C(OC(N=NC(OC(C)C)=O)=O)(C)C, predict the reaction product. The product is: [CH:15]([O:1][C:2]1[CH:11]=[CH:10][C:9]([N+:12]([O-:14])=[O:13])=[CH:8][C:3]=1[C:4]([O:6][CH3:7])=[O:5])([CH3:20])[CH3:16]. (2) Given the reactants [Cl:1][C:2]1[CH:7]=[CH:6][C:5]([C@@H:8]2[CH2:13][CH2:12][NH:11][CH2:10][C@H:9]2[C:14]([O:16][CH2:17][CH3:18])=[O:15])=[CH:4][CH:3]=1.C(N(CC)CC)C.FC(F)(F)S(O[CH2:32][C:33]([F:36])([F:35])[F:34])(=O)=O, predict the reaction product. The product is: [Cl:1][C:2]1[CH:7]=[CH:6][C:5]([C@@H:8]2[CH2:13][CH2:12][N:11]([CH2:32][C:33]([F:36])([F:35])[F:34])[CH2:10][C@H:9]2[C:14]([O:16][CH2:17][CH3:18])=[O:15])=[CH:4][CH:3]=1. (3) Given the reactants [Cl:1][C:2]1[CH:11]=[CH:10][C:9]2[N:8]([CH2:12][CH:13]([OH:17])[CH2:14][NH:15][CH3:16])[C:7](=[O:18])[C:6]3=[C:19]([CH3:28])[N:20](C4CCCCO4)[N:21]=[C:5]3[C:4]=2[CH:3]=1, predict the reaction product. The product is: [Cl:1][C:2]1[CH:11]=[CH:10][C:9]2[N:8]([CH2:12][CH:13]([OH:17])[CH2:14][NH:15][CH3:16])[C:7](=[O:18])[C:6]3=[C:19]([CH3:28])[NH:20][N:21]=[C:5]3[C:4]=2[CH:3]=1. (4) Given the reactants [CH3:1][O:2][C:3]1[C:12]2[C:7](=[CH:8][CH:9]=[CH:10][CH:11]=2)[CH:6]=[CH:5][C:4]=1[N:13]1[CH2:18][CH2:17][NH:16][CH2:15][CH2:14]1.C(N(CC)CC)C.[Cl:26][C:27]([Cl:32])([Cl:31])[C:28](Cl)=[O:29], predict the reaction product. The product is: [Cl:26][C:27]([Cl:32])([Cl:31])[C:28]([N:16]1[CH2:17][CH2:18][N:13]([C:4]2[CH:5]=[CH:6][C:7]3[C:12](=[CH:11][CH:10]=[CH:9][CH:8]=3)[C:3]=2[O:2][CH3:1])[CH2:14][CH2:15]1)=[O:29]. (5) Given the reactants [NH:1]1[C:9]2[C:4](=[N:5][CH:6]=[CH:7][CH:8]=2)[C:3]([C:10]([O:12]C)=[O:11])=[CH:2]1.Br[CH2:15][C:16]1[CH:17]=[CH:18][C:19]([Cl:22])=[N:20][CH:21]=1.[OH-].[Li+], predict the reaction product. The product is: [ClH:22].[Cl:22][C:19]1[N:20]=[CH:21][C:16]([CH2:15][N:1]2[C:9]3[C:4](=[N:5][CH:6]=[CH:7][CH:8]=3)[C:3]([C:10]([OH:12])=[O:11])=[CH:2]2)=[CH:17][CH:18]=1. (6) Given the reactants [Cl:1][C:2]1[CH:7]=[CH:6][CH:5]=[C:4]([Cl:8])[C:3]=1[Cl:9].[N+:10]([O-])([OH:12])=[O:11], predict the reaction product. The product is: [Cl:1][C:2]1[CH:7]=[CH:6][C:5]([N+:10]([O-:12])=[O:11])=[C:4]([Cl:8])[C:3]=1[Cl:9]. (7) Given the reactants [O:1]1[CH:5]=[CH:4][CH:3]=[C:2]1[C:6]1[N:14]=[C:13]([N+]([O-])=O)[N:12]=[C:11]2[C:7]=1[N:8]=[CH:9][N:10]2[CH2:18][C:19]1[CH:24]=[CH:23][C:22]([O:25][CH3:26])=[CH:21][CH:20]=1.[F-].[K+].C(Cl)Cl.[CH2:32]([OH:39])[C:33]1[CH:38]=[CH:37][CH:36]=[CH:35][CH:34]=1, predict the reaction product. The product is: [CH2:32]([O:39][C:13]1[N:12]=[C:11]2[C:7]([N:8]=[CH:9][N:10]2[CH2:18][C:19]2[CH:20]=[CH:21][C:22]([O:25][CH3:26])=[CH:23][CH:24]=2)=[C:6]([C:2]2[O:1][CH:5]=[CH:4][CH:3]=2)[N:14]=1)[C:33]1[CH:38]=[CH:37][CH:36]=[CH:35][CH:34]=1. (8) Given the reactants [H-].[Al+3].[Li+].[H-].[H-].[H-].O=[C:8]1[NH:13][C:12]2[CH:14]=[C:15]([CH2:18][O:19]C(=O)C)[CH:16]=[CH:17][C:11]=2[S:10][CH2:9]1, predict the reaction product. The product is: [S:10]1[C:11]2[CH:17]=[CH:16][C:15]([CH2:18][OH:19])=[CH:14][C:12]=2[NH:13][CH2:8][CH2:9]1. (9) Given the reactants C[O:2][C:3]1[C:8]2[CH:9]=[CH:10][O:11][C:7]=2[C:6]([CH:12]=[O:13])=[CH:5][CH:4]=1.Cl.N1C=CC=CC=1.O.Cl, predict the reaction product. The product is: [OH:2][C:3]1[C:8]2[CH:9]=[CH:10][O:11][C:7]=2[C:6]([CH:12]=[O:13])=[CH:5][CH:4]=1.